This data is from NCI-60 drug combinations with 297,098 pairs across 59 cell lines. The task is: Regression. Given two drug SMILES strings and cell line genomic features, predict the synergy score measuring deviation from expected non-interaction effect. Drug 1: CS(=O)(=O)C1=CC(=C(C=C1)C(=O)NC2=CC(=C(C=C2)Cl)C3=CC=CC=N3)Cl. Drug 2: CCN(CC)CCNC(=O)C1=C(NC(=C1C)C=C2C3=C(C=CC(=C3)F)NC2=O)C. Cell line: SF-295. Synergy scores: CSS=3.28, Synergy_ZIP=-1.03, Synergy_Bliss=-1.39, Synergy_Loewe=-1.01, Synergy_HSA=-1.57.